The task is: Predict the reactants needed to synthesize the given product.. This data is from Full USPTO retrosynthesis dataset with 1.9M reactions from patents (1976-2016). (1) Given the product [Cl:1][C:2]1[CH:10]=[CH:9][C:8]([C:11]2[C:12]([C@@H:23]([NH:33][C:34](=[O:51])[CH2:35][N:36]3[C:40]4[C:41]([F:45])([F:46])[C@@H:42]5[CH2:44][C@@H:43]5[C:39]=4[C:38]([C:47]([F:48])([F:49])[F:50])=[N:37]3)[CH2:24][C:25]3[CH:30]=[C:29]([F:31])[CH:28]=[C:27]([F:32])[CH:26]=3)=[N:13][C:14]([C:62]#[C:61][C:60]([OH:63])([CH3:64])[CH2:59][F:58])=[CH:15][CH:16]=2)=[C:7]2[C:3]=1[C:4]([NH:53][S:54]([CH3:57])(=[O:55])=[O:56])=[N:5][N:6]2[CH3:52], predict the reactants needed to synthesize it. The reactants are: [Cl:1][C:2]1[CH:10]=[CH:9][C:8]([C:11]2[C:12]([C@@H:23]([NH:33][C:34](=[O:51])[CH2:35][N:36]3[C:40]4[C:41]([F:46])([F:45])[C@@H:42]5[CH2:44][C@@H:43]5[C:39]=4[C:38]([C:47]([F:50])([F:49])[F:48])=[N:37]3)[CH2:24][C:25]3[CH:30]=[C:29]([F:31])[CH:28]=[C:27]([F:32])[CH:26]=3)=[N:13][C:14](C#CC(O)CC)=[CH:15][CH:16]=2)=[C:7]2[C:3]=1[C:4]([NH:53][S:54]([CH3:57])(=[O:56])=[O:55])=[N:5][N:6]2[CH3:52].[F:58][CH2:59][C:60]([CH3:64])([OH:63])[C:61]#[CH:62]. (2) Given the product [ClH:40].[NH2:31][C@H:29]([CH3:30])[C:28]([N:25]1[CH2:24][CH2:23][CH:22]([N:13]2[N:12]=[C:11]([C:5]3[CH:6]=[CH:7][C:8]([O:9][CH3:10])=[C:3]([O:2][CH3:1])[CH:4]=3)[C@@H:20]3[C@@H:15]([CH2:16][CH2:17][CH2:18][CH2:19]3)[C:14]2=[O:21])[CH2:27][CH2:26]1)=[O:39], predict the reactants needed to synthesize it. The reactants are: [CH3:1][O:2][C:3]1[CH:4]=[C:5]([C:11]2[C@@H:20]3[C@@H:15]([CH2:16][CH2:17][CH2:18][CH2:19]3)[C:14](=[O:21])[N:13]([CH:22]3[CH2:27][CH2:26][N:25]([C:28](=[O:39])[C@H:29]([NH:31]C(=O)OC(C)(C)C)[CH3:30])[CH2:24][CH2:23]3)[N:12]=2)[CH:6]=[CH:7][C:8]=1[O:9][CH3:10].[ClH:40]. (3) Given the product [C:1]([NH:4][C@@H:5]([CH2:9][CH2:10][PH:11]([CH2:13][OH:14])=[O:12])[C:6]([OH:8])=[O:7])(=[O:3])[CH3:2], predict the reactants needed to synthesize it. The reactants are: [C:1]([NH:4]/[C:5](=[CH:9]\[CH2:10][PH:11]([CH2:13][OH:14])=[O:12])/[C:6]([OH:8])=[O:7])(=[O:3])[CH3:2].[H][H]. (4) Given the product [Cl:8][C:7]1[C:2]([C:18]2[CH:19]=[CH:20][C:15]([O:14][CH3:13])=[CH:16][CH:17]=2)=[N:3][CH:4]=[N:5][C:6]=1[C:9]([F:12])([F:11])[F:10], predict the reactants needed to synthesize it. The reactants are: Cl[C:2]1[C:7]([Cl:8])=[C:6]([C:9]([F:12])([F:11])[F:10])[N:5]=[CH:4][N:3]=1.[CH3:13][O:14][C:15]1[CH:20]=[CH:19][C:18](B(O)O)=[CH:17][CH:16]=1.C(=O)([O-])O.[Na+].Cl.